Dataset: Full USPTO retrosynthesis dataset with 1.9M reactions from patents (1976-2016). Task: Predict the reactants needed to synthesize the given product. Given the product [Cl:8][C:9]1[C:18]2[N:19]=[C:20]([CH2:27][O:28][CH2:29][CH3:30])[N:21]([CH2:22][CH2:23][CH2:24][C:25]3[O:31][N:32]=[C:33]([CH3:34])[CH:26]=3)[C:17]=2[C:16]2[CH:15]=[CH:14][CH:13]=[CH:12][C:11]=2[N:10]=1, predict the reactants needed to synthesize it. The reactants are: C(N(CC)CC)C.[Cl:8][C:9]1[C:18]2[N:19]=[C:20]([CH2:27][O:28][CH2:29][CH3:30])[N:21]([CH2:22][CH2:23][CH2:24][C:25]#[CH:26])[C:17]=2[C:16]2[CH:15]=[CH:14][CH:13]=[CH:12][C:11]=2[N:10]=1.[OH:31][N:32]=[C:33](Cl)[CH3:34].C(=NO)C.ClN1C(=O)CCC1=O.